Dataset: Full USPTO retrosynthesis dataset with 1.9M reactions from patents (1976-2016). Task: Predict the reactants needed to synthesize the given product. (1) Given the product [O:19]1[CH2:20][CH2:21][N:16]([CH2:15][CH:7]([NH2:4])[CH2:8][N:9]2[CH2:10][CH2:11][O:12][CH2:13][CH2:14]2)[CH2:17][CH2:18]1, predict the reactants needed to synthesize it. The reactants are: N.CO.[N+:4]([CH:7]([CH2:15][N:16]1[CH2:21][CH2:20][O:19][CH2:18][CH2:17]1)[CH2:8][N:9]1[CH2:14][CH2:13][O:12][CH2:11][CH2:10]1)([O-])=O. (2) Given the product [CH3:30][O:29][C:28](=[O:31])[NH:21][C@@H:19]([CH3:20])[C@H:18]([O:17][C:13]1[CH:12]=[C:11]2[C:16](=[CH:15][CH:14]=1)[N:8]([C:5]1[CH:4]=[CH:3][C:2]([F:1])=[CH:7][CH:6]=1)[N:9]=[CH:10]2)[C:22]1[CH:23]=[CH:24][CH:25]=[CH:26][CH:27]=1, predict the reactants needed to synthesize it. The reactants are: [F:1][C:2]1[CH:7]=[CH:6][C:5]([N:8]2[C:16]3[C:11](=[CH:12][C:13]([O:17][C@@H:18]([C:22]4[CH:27]=[CH:26][CH:25]=[CH:24][CH:23]=4)[C@H:19]([NH2:21])[CH3:20])=[CH:14][CH:15]=3)[CH:10]=[N:9]2)=[CH:4][CH:3]=1.[C:28](Cl)(=[O:31])[O:29][CH3:30].